This data is from Full USPTO retrosynthesis dataset with 1.9M reactions from patents (1976-2016). The task is: Predict the reactants needed to synthesize the given product. (1) Given the product [C:1]([O:5][C:6]([N:8]1[CH2:13][CH2:12][CH:11]([CH2:14][NH:24][CH2:23][C:18]2[C:17]([CH3:16])=[CH:22][CH:21]=[CH:20][N:19]=2)[CH2:10][CH2:9]1)=[O:7])([CH3:4])([CH3:3])[CH3:2], predict the reactants needed to synthesize it. The reactants are: [C:1]([O:5][C:6]([N:8]1[CH2:13][CH2:12][CH:11]([CH:14]=O)[CH2:10][CH2:9]1)=[O:7])([CH3:4])([CH3:3])[CH3:2].[CH3:16][C:17]1[C:18]([CH2:23][NH2:24])=[N:19][CH:20]=[CH:21][CH:22]=1.[BH-](OC(C)=O)(OC(C)=O)OC(C)=O.[Na+]. (2) The reactants are: [I:1][C:2]1[C:3]([CH3:14])=[CH:4][C:5]([O:12][CH3:13])=[C:6]([CH:11]=1)[C:7]([O:9]C)=[O:8].[OH-].[Na+]. Given the product [I:1][C:2]1[C:3]([CH3:14])=[CH:4][C:5]([O:12][CH3:13])=[C:6]([CH:11]=1)[C:7]([OH:9])=[O:8], predict the reactants needed to synthesize it. (3) The reactants are: [NH:1]1[CH2:6][CH2:5][CH:4]([C:7]2[CH:8]=[C:9]([NH:13][C:14]([CH:16]3[CH2:18][CH2:17]3)=[O:15])[CH:10]=[CH:11][CH:12]=2)[CH2:3][CH2:2]1.N1CC[CH:22]([C:25]2[CH:26]=C(NC(=O)CCC)C=C[CH:30]=2)CC1.CN(C)C(NC1C=CC=C(C2CCNCC2)C=1)=O.N1CCC(C2C=C(N[C:68](=[O:77])[O:69]CC3C=CC=CC=3)C=CC=2)CC1.CC(C)C(NC1C=CC(C2CCNCC2)=CC=1)=O.N1CCC(C2C=CC(NC(=O)CCC)=CC=2)CC1. Given the product [C:25]([O:77][C:68]([N:1]1[CH2:6][CH2:5][CH:4]([C:7]2[CH:12]=[CH:11][CH:10]=[C:9]([NH:13][C:14]([CH:16]3[CH2:17][CH2:18]3)=[O:15])[CH:8]=2)[CH2:3][CH2:2]1)=[O:69])([CH3:22])([CH3:30])[CH3:26], predict the reactants needed to synthesize it. (4) The reactants are: [CH3:1][C:2]([N:9]1[CH2:19][CH2:18][C:12]2([C:16](=[O:17])[NH:15][CH2:14][CH2:13]2)[CH2:11][CH2:10]1)([CH3:8])[C:3](OCC)=[O:4].CC(C[AlH]CC(C)C)C. Given the product [CH3:8][C:2]([N:9]1[CH2:19][CH2:18][C:12]2([C:16](=[O:17])[NH:15][CH2:14][CH2:13]2)[CH2:11][CH2:10]1)([CH3:1])[CH:3]=[O:4], predict the reactants needed to synthesize it. (5) Given the product [O:36]=[C:34]1[C:28]2[CH:29]=[C:24]([C:22]([O:21][CH3:20])=[O:23])[CH:25]=[CH:26][C:27]=2[CH2:30][CH2:31][CH2:32][CH2:33]1, predict the reactants needed to synthesize it. The reactants are: O=P12OP3(OP(OP(O3)(O1)=O)(=O)O2)=O.P(=O)(O)(O)O.[CH3:20][O:21][C:22]([C:24]1[CH:29]=[CH:28][C:27]([CH2:30][CH2:31][CH2:32][CH2:33][C:34]([OH:36])=O)=[CH:26][CH:25]=1)=[O:23]. (6) The reactants are: [CH:1]1([C:5]2[O:9][N:8]=[C:7]([C:10]3[C:15]([Cl:16])=[CH:14][CH:13]=[CH:12][C:11]=3[Cl:17])[C:6]=2[C:18](OCC)=[O:19])[CH2:4][CH2:3][CH2:2]1.[H-].C([Al+]CC(C)C)C(C)C.[C@H](O)(C([O-])=O)[C@@H](O)C([O-])=O.[Na+].[K+].C(OCC)(=O)C. Given the product [CH:1]1([C:5]2[O:9][N:8]=[C:7]([C:10]3[C:11]([Cl:17])=[CH:12][CH:13]=[CH:14][C:15]=3[Cl:16])[C:6]=2[CH2:18][OH:19])[CH2:2][CH2:3][CH2:4]1, predict the reactants needed to synthesize it. (7) Given the product [Cl:22][C:23]1[CH:87]=[CH:88][C:89]([NH:90][C:2]2[CH:3]=[N:4][CH:5]=[C:6]([NH:8][C:9]3[CH:13]=[C:12]([CH3:14])[NH:11][N:10]=3)[N:7]=2)=[CH:85][CH:28]=1, predict the reactants needed to synthesize it. The reactants are: Cl[C:2]1[N:7]=[C:6]([NH:8][C:9]2(C(OC(C)(C)C)=O)[CH:13]=[C:12]([CH3:14])[N:11]=[N:10]2)[CH:5]=[N:4][CH:3]=1.[Cl:22][C:23]1[CH:28]=NC=C(Cl)N=1.C1(P(C2C=CC=CC=2)C2C3OC4C(=CC=CC=4P(C4C=CC=CC=4)C4C=CC=CC=4)C(C)(C)C=3C=CC=2)C=CC=CC=1.C(=O)([O-])[O-].[K+].[K+].C([N:85]1[C:89]([CH3:90])=[CH:88][C:87](N)=N1)(OC(C)(C)C)=O. (8) The reactants are: [Cl:1][C:2]1[CH:3]=[C:4]([C:9]2[CH:14]=[C:13]([CH:15]([F:17])[F:16])[N:12]3[N:18]=[CH:19][C:20]([C:21]([OH:23])=O)=[C:11]3[N:10]=2)[CH:5]=[CH:6][C:7]=1[Cl:8].[NH2:24][C:25]1[CH:34]=[CH:33][C:28]([C:29]([NH:31]O)=[NH:30])=[CH:27][N:26]=1. Given the product [Cl:1][C:2]1[CH:3]=[C:4]([C:9]2[CH:14]=[C:13]([CH:15]([F:16])[F:17])[N:12]3[N:18]=[CH:19][C:20]([C:21]4[O:23][N:31]=[C:29]([C:28]5[CH:33]=[CH:34][C:25]([NH2:24])=[N:26][CH:27]=5)[N:30]=4)=[C:11]3[N:10]=2)[CH:5]=[CH:6][C:7]=1[Cl:8], predict the reactants needed to synthesize it. (9) Given the product [NH2:20][CH2:19][C:14]1[C:13]([N:12]=[CH:11][C:10]2[CH:21]=[CH:22][C:23]([O:25][CH3:26])=[CH:24][C:9]=2[O:8][CH3:7])=[CH:18][CH:17]=[CH:16][N:15]=1, predict the reactants needed to synthesize it. The reactants are: [H-].[Al+3].[Li+].[H-].[H-].[H-].[CH3:7][O:8][C:9]1[CH:24]=[C:23]([O:25][CH3:26])[CH:22]=[CH:21][C:10]=1[CH2:11][NH:12][C:13]1[C:14]([C:19]#[N:20])=[N:15][CH:16]=[CH:17][CH:18]=1. (10) Given the product [CH2:14]([N:9]1[CH:8]=[CH:7][N:6]=[C:5]([C:10]([O:12][CH3:13])=[O:11])[C:4]1=[O:3])[C:15]1[CH:20]=[CH:19][CH:18]=[CH:17][CH:16]=1, predict the reactants needed to synthesize it. The reactants are: [H-].[Li+].[O:3]=[C:4]1[NH:9][CH:8]=[CH:7][N:6]=[C:5]1[C:10]([O:12][CH3:13])=[O:11].[CH2:14](Cl)[C:15]1[CH:20]=[CH:19][CH:18]=[CH:17][CH:16]=1.